This data is from Full USPTO retrosynthesis dataset with 1.9M reactions from patents (1976-2016). The task is: Predict the reactants needed to synthesize the given product. (1) Given the product [CH3:8][C@@H:9]([O:13][C:14]1[N:22]=[C:21]2[C:17]([N:18]=[C:19]([O:23][CH3:24])[N:20]2[CH2:27][CH2:28][CH:29]2[CH2:33][CH2:32][CH2:31][O:30]2)=[C:16]([NH2:25])[N:15]=1)[CH2:10][CH2:11][CH3:12], predict the reactants needed to synthesize it. The reactants are: FC(F)(F)C(O)=O.[CH3:8][C@@H:9]([O:13][C:14]1[NH:15][C:16]([NH2:25])=[C:17]2[C:21]([N:22]=1)=[N:20][C:19]([O:23][CH3:24])=[N:18]2)[CH2:10][CH2:11][CH3:12].Br[CH2:27][CH2:28][CH:29]1[CH2:33][CH2:32][CH2:31][O:30]1. (2) The reactants are: C([N:8]1[CH2:12][CH2:11][C:10]([NH:14][C:15](=[O:21])[O:16][C:17]([CH3:20])([CH3:19])[CH3:18])([CH3:13])[CH2:9]1)C1C=CC=CC=1. Given the product [CH3:13][C:10]1([NH:14][C:15](=[O:21])[O:16][C:17]([CH3:20])([CH3:19])[CH3:18])[CH2:11][CH2:12][NH:8][CH2:9]1, predict the reactants needed to synthesize it. (3) Given the product [NH:1]1[C:9]2[C:4](=[CH:5][CH:6]=[CH:7][CH:8]=2)[C:3]([CH:13]2[CH2:12][CH2:11][CH2:10][CH2:15][C:14]2=[O:16])=[CH:2]1, predict the reactants needed to synthesize it. The reactants are: [NH:1]1[C:9]2[C:4](=[CH:5][CH:6]=[CH:7][CH:8]=2)[CH:3]=[CH:2]1.[CH2:10]1[CH2:15][CH:14]2[O:16][C:15]3(O)[CH:14]([O:16][C:13]2(O)[CH2:12][CH2:11]1)[CH2:13][CH2:12][CH2:11][CH2:10]3.N. (4) Given the product [ClH:41].[ClH:45].[ClH:41].[Cl:41][C:39]1[CH:40]=[C:35]([C:10]2[CH:11]=[C:12]3[C:7](=[CH:8][CH:9]=2)[N:6]=[CH:5][C:4]([C:1](=[O:3])[CH3:2])=[C:13]3[NH:14][C:15]2[CH:20]=[N:19][C:18]([N:21]3[CH2:25][CH2:24][CH:23]([NH:26][CH3:27])[CH2:22]3)=[CH:17][CH:16]=2)[CH:36]=[C:37]([Cl:43])[C:38]=1[OH:42], predict the reactants needed to synthesize it. The reactants are: [C:1]([C:4]1[CH:5]=[N:6][C:7]2[C:12]([C:13]=1[NH:14][C:15]1[CH:16]=[CH:17][C:18]([N:21]3[CH2:25][CH2:24][CH:23]([N:26](C)[C:27](=O)OC(C)(C)C)[CH2:22]3)=[N:19][CH:20]=1)=[CH:11][C:10]([C:35]1[CH:40]=[C:39]([Cl:41])[C:38]([OH:42])=[C:37]([Cl:43])[CH:36]=1)=[CH:9][CH:8]=2)(=[O:3])[CH3:2].O.[ClH:45].